From a dataset of Full USPTO retrosynthesis dataset with 1.9M reactions from patents (1976-2016). Predict the reactants needed to synthesize the given product. (1) Given the product [CH3:1][O:2][C:3]1[CH:8]=[CH:7][C:6]([CH2:9][C:10]([NH:12][C:13]2[N:14]=[CH:15][C:16]3[C:21]([CH:22]=2)=[CH:20][C:19]([C:23]2[CH:24]=[N:25][N:26]([CH3:28])[CH:27]=2)=[CH:18][CH:17]=3)=[O:11])=[CH:5][CH:4]=1, predict the reactants needed to synthesize it. The reactants are: [CH3:1][O:2][C:3]1[CH:8]=[CH:7][C:6]([CH2:9][C:10]([NH:12][C:13]2[N:14]=[CH:15][C:16]3[C:21]([CH:22]=2)=[CH:20][C:19]([C:23]2[CH:24]=[N:25][NH:26][CH:27]=2)=[CH:18][CH:17]=3)=[O:11])=[CH:5][CH:4]=1.[C:28]([O-])([O-])=O.[Cs+].[Cs+].CI. (2) Given the product [F:9][C:10]1[CH:17]=[CH:16][C:13]([C:14]2[N:8]=[C:5]3[CH:4]=[CH:3][C:2]([CH3:1])=[CH:7][N:6]3[C:19]=2[NH2:18])=[CH:12][CH:11]=1, predict the reactants needed to synthesize it. The reactants are: [CH3:1][C:2]1[CH:3]=[CH:4][C:5]([NH2:8])=[N:6][CH:7]=1.[F:9][C:10]1[CH:17]=[CH:16][C:13]([CH:14]=O)=[CH:12][CH:11]=1.[N+:18](C(C)(C)C)#[C-:19]. (3) Given the product [C:39]1([CH:26]([C:20]2[CH:25]=[CH:24][CH:23]=[CH:22][CH:21]=2)[N:27]2[C:35]3[C:30](=[CH:31][C:32]([F:36])=[CH:33][CH:34]=3)[C:29]([OH:37])([C:8]3[C:7]([OH:10])=[CH:6][C:5]4[O:1][CH2:2][CH2:3][C:4]=4[CH:9]=3)[C:28]2=[O:38])[CH:40]=[CH:41][CH:42]=[CH:43][CH:44]=1, predict the reactants needed to synthesize it. The reactants are: [O:1]1[C:5]2[CH:6]=[C:7]([OH:10])[CH:8]=[CH:9][C:4]=2[CH2:3][CH2:2]1.CC1C=C(O)C=CC=1C.[C:20]1([CH:26]([C:39]2[CH:44]=[CH:43][CH:42]=[CH:41][CH:40]=2)[N:27]2[C:35]3[C:30](=[CH:31][C:32]([F:36])=[CH:33][CH:34]=3)[C:29](=[O:37])[C:28]2=[O:38])[CH:25]=[CH:24][CH:23]=[CH:22][CH:21]=1.C1(C(C2C=CC=CC=2)N2C3C(=CC=CC=3)C(=O)C2=O)C=CC=CC=1. (4) The reactants are: [Br:1][C:2]1[CH:7]=[CH:6][C:5]([C:8]([F:11])([F:10])[F:9])=[CH:4][CH:3]=1.[I:12]N1C(=O)CCC1=O. Given the product [Br:1][C:2]1[CH:3]=[CH:4][C:5]([C:8]([F:9])([F:10])[F:11])=[CH:6][C:7]=1[I:12], predict the reactants needed to synthesize it. (5) Given the product [CH2:20]([O:27][C:28]1[C:29]([C:35]([O:37][CH3:38])=[O:36])=[N:30][C:31]([C:9]2[CH:18]=[C:17]3[C:12]([CH2:13][CH2:14][CH2:15][NH:16]3)=[CH:11][CH:10]=2)=[CH:32][CH:33]=1)[C:21]1[CH:22]=[CH:23][CH:24]=[CH:25][CH:26]=1, predict the reactants needed to synthesize it. The reactants are: CC1(C)C(C)(C)OB([C:9]2[CH:18]=[C:17]3[C:12]([CH2:13][CH2:14][CH2:15][NH:16]3)=[CH:11][CH:10]=2)O1.[CH2:20]([O:27][C:28]1[C:29]([C:35]([O:37][CH3:38])=[O:36])=[N:30][C:31](Br)=[CH:32][CH:33]=1)[C:21]1[CH:26]=[CH:25][CH:24]=[CH:23][CH:22]=1.C([O-])([O-])=O.[K+].[K+].O1CCOCC1. (6) Given the product [C:1]1([N:7]([CH2:22][CH2:23][C:24]([O:26][CH3:27])=[O:25])[C:8]([C:10]2[S:21][C:13]3[N:14]=[C:15]([CH2:18][NH:41][C:42]4[CH:49]=[CH:48][C:45]([C:46]#[N:47])=[CH:44][CH:43]=4)[N:16]([CH3:17])[C:12]=3[CH:11]=2)=[O:9])[CH:2]=[CH:3][CH:4]=[CH:5][CH:6]=1, predict the reactants needed to synthesize it. The reactants are: [C:1]1([N:7]([CH2:22][CH2:23][C:24]([O:26][CH3:27])=[O:25])[C:8]([C:10]2[S:21][C:13]3[N:14]=[C:15]([CH2:18]OC)[N:16]([CH3:17])[C:12]=3[CH:11]=2)=[O:9])[CH:6]=[CH:5][CH:4]=[CH:3][CH:2]=1.B(Br)(Br)Br.C(N(C(C)C)C(C)C)C.[NH2:41][C:42]1[CH:49]=[CH:48][C:45]([C:46]#[N:47])=[CH:44][CH:43]=1. (7) Given the product [Cl:9][C:10]1[CH:11]=[C:12]([NH:25][C:26]2[CH:31]=[CH:30][CH:29]=[CH:28][C:27]=2[N:32]2[C:36](=[O:38])[CH2:35][CH2:34][C:33]2=[O:39])[CH:13]=[CH:14][C:15]=1[C:16](=[O:24])[C:17]1[CH:22]=[CH:21][CH:20]=[CH:19][C:18]=1[CH3:23], predict the reactants needed to synthesize it. The reactants are: C(OC(Cl)=O)C(C)C.[Cl:9][C:10]1[CH:11]=[C:12]([NH:25][C:26]2[CH:31]=[CH:30][CH:29]=[CH:28][C:27]=2[NH:32][C:33](=[O:39])[CH2:34][CH2:35][C:36]([OH:38])=O)[CH:13]=[CH:14][C:15]=1[C:16](=[O:24])[C:17]1[CH:22]=[CH:21][CH:20]=[CH:19][C:18]=1[CH3:23].CN1CCOCC1.C(N(C(C)C)C(C)C)C.Cl.